This data is from Catalyst prediction with 721,799 reactions and 888 catalyst types from USPTO. The task is: Predict which catalyst facilitates the given reaction. (1) Reactant: Br[CH:2]([C:17]1[CH:22]=[CH:21][C:20]([F:23])=[CH:19][CH:18]=1)[C:3]([C:5]1[CH:6]=[C:7]([CH3:16])[C:8]2[O:13][CH2:12][C:11](=[O:14])[NH:10][C:9]=2[CH:15]=1)=O.[NH2:24][N:25]1[CH:29]=[N:28][N:27]=[C:26]1[SH:30].C(O)C. Product: [F:23][C:20]1[CH:21]=[CH:22][C:17]([CH:2]2[S:30][C:26]3=[N:27][N:28]=[CH:29][N:25]3[N:24]=[C:3]2[C:5]2[CH:6]=[C:7]([CH3:16])[C:8]3[O:13][CH2:12][C:11](=[O:14])[NH:10][C:9]=3[CH:15]=2)=[CH:18][CH:19]=1. The catalyst class is: 11. (2) Reactant: [O:1]=[C:2]1[O:13][CH2:12][C@@H:11]2[CH2:14][CH2:15][CH2:16][N:10]2[C:9](=[O:17])[C@H:8]([CH2:18][C:19]([O:21]C(C)(C)C)=O)[CH2:7][CH:6]=[CH:5][CH2:4][CH2:3]1.FC(F)(F)C(O)=O.O=C1OC[C@@H]2CCCN2C(=O)[C@H](CC(O)=O)CC=CCC1.[Cl:54][C:55]1[CH:60]=[CH:59][C:58]([CH2:61][NH2:62])=[CH:57][CH:56]=1. Product: [Cl:54][C:55]1[CH:60]=[CH:59][C:58]([CH2:61][NH:62][C:19](=[O:21])[CH2:18][C@@H:8]2[CH2:7][CH:6]=[CH:5][CH2:4][CH2:3][C:2](=[O:1])[O:13][CH2:12][C@@H:11]3[CH2:14][CH2:15][CH2:16][N:10]3[C:9]2=[O:17])=[CH:57][CH:56]=1. The catalyst class is: 512. (3) Reactant: [CH3:1][O:2][C:3](=[O:24])[C:4]1[CH:23]=[CH:22][CH:21]=[C:6]([C:7]([NH:9][CH2:10][C:11]([C:13]2[CH:18]=[CH:17][C:16]([O:19][CH3:20])=[CH:15][CH:14]=2)=[O:12])=O)[CH:5]=1. Product: [CH3:1][O:2][C:3](=[O:24])[C:4]1[CH:23]=[CH:22][CH:21]=[C:6]([C:7]2[O:12][C:11]([C:13]3[CH:18]=[CH:17][C:16]([O:19][CH3:20])=[CH:15][CH:14]=3)=[CH:10][N:9]=2)[CH:5]=1. The catalyst class is: 6. (4) Product: [CH2:24]([C:5]1[N:6]([CH2:9][C:10]2[CH:15]=[CH:14][C:13]([C:16]3[C:17]([C:22]#[N:23])=[CH:18][CH:19]=[CH:20][CH:21]=3)=[CH:12][CH:11]=2)[C:7](=[O:8])[C:2]([C:37]2[CH:38]=[CH:39][C:33]3[O:32][CH:31]([CH3:30])[CH2:35][C:34]=3[CH:36]=2)=[C:3]([CH2:28][CH3:29])[N:4]=1)[CH2:25][CH2:26][CH3:27]. The catalyst class is: 439. Reactant: Br[C:2]1[C:7](=[O:8])[N:6]([CH2:9][C:10]2[CH:15]=[CH:14][C:13]([C:16]3[C:17]([C:22]#[N:23])=[CH:18][CH:19]=[CH:20][CH:21]=3)=[CH:12][CH:11]=2)[C:5]([CH2:24][CH2:25][CH2:26][CH3:27])=[N:4][C:3]=1[CH2:28][CH3:29].[CH3:30][CH:31]1[CH2:35][C:34]2[CH:36]=[C:37](B(O)O)[CH:38]=[CH:39][C:33]=2[O:32]1.C(=O)([O-])[O-].[Cs+].[Cs+]. (5) Reactant: [N+:1]([C:4]1[CH:9]=[CH:8][C:7]([C:10]2[N:11]=[C:12]([CH:15]3[CH2:20][CH2:19][N:18](C(OC(C)(C)C)=O)[CH2:17][CH2:16]3)[S:13][CH:14]=2)=[CH:6][CH:5]=1)([O-:3])=[O:2].[ClH:28]. Product: [ClH:28].[N+:1]([C:4]1[CH:5]=[CH:6][C:7]([C:10]2[N:11]=[C:12]([CH:15]3[CH2:20][CH2:19][NH:18][CH2:17][CH2:16]3)[S:13][CH:14]=2)=[CH:8][CH:9]=1)([O-:3])=[O:2]. The catalyst class is: 13. (6) Reactant: [CH3:1][CH:2]1[N:11]2[CH:12]=[C:13]([C:16]([OH:18])=[O:17])[C:14](=[O:15])[C:9]3[C:10]2=[C:5]([CH:6]=[C:7](F)[CH:8]=3)[CH2:4][CH2:3]1.[NH2:20][CH2:21][CH2:22][O:23][CH2:24][CH2:25][NH2:26]. Product: [NH2:20][CH2:21][CH2:22][O:23][CH2:24][CH2:25][NH:26][C:7]1[CH:8]=[C:9]2[C:10]3=[C:5]([CH2:4][CH2:3][CH:2]([CH3:1])[N:11]3[CH:12]=[C:13]([C:16]([OH:18])=[O:17])[C:14]2=[O:15])[CH:6]=1. The catalyst class is: 60. (7) Reactant: [C:1]([NH:8][CH2:9][CH2:10][NH2:11])([O:3][C:4]([CH3:7])([CH3:6])[CH3:5])=[O:2].[CH3:12][N:13]1[CH:17]=[C:16]([S:18](Cl)(=[O:20])=[O:19])[N:15]=[CH:14]1.S(Cl)(Cl)(=O)=O.CCN(C(C)C)C(C)C. Product: [C:4]([O:3][C:1]([NH:8][CH2:9][CH2:10][NH:11][S:18]([C:16]1[N:15]=[CH:14][N:13]([CH3:12])[CH:17]=1)(=[O:20])=[O:19])=[O:2])([CH3:5])([CH3:6])[CH3:7]. The catalyst class is: 23.